From a dataset of Full USPTO retrosynthesis dataset with 1.9M reactions from patents (1976-2016). Predict the reactants needed to synthesize the given product. (1) Given the product [Cl:1][C:2]1[C:3]2[C:10]([I:11])=[CH:9][N:8]([CH:12]3[CH2:17][CH2:16][NH:15][CH2:14][CH2:13]3)[C:4]=2[N:5]=[CH:6][N:7]=1, predict the reactants needed to synthesize it. The reactants are: [Cl:1][C:2]1[C:3]2[C:10]([I:11])=[CH:9][N:8]([CH:12]3[CH2:17][CH2:16][N:15](C(OC(C)(C)C)=O)[CH2:14][CH2:13]3)[C:4]=2[N:5]=[CH:6][N:7]=1.FC(F)(F)C(O)=O. (2) Given the product [F:24][C:21]1[CH:22]=[CH:23][C:18]([C:13]2[N:12]([CH2:27][C:28]([NH:30][CH:31]([CH3:32])[CH3:33])=[O:29])[C:11](=[O:34])[C:10]3[C:15](=[CH:16][CH:17]=[C:8]([N:1]4[CH2:7][CH2:6][CH2:5][N:4]([CH2:36][CH2:37][OH:38])[CH2:3][CH2:2]4)[CH:9]=3)[N:14]=2)=[CH:19][C:20]=1[O:25][CH3:26], predict the reactants needed to synthesize it. The reactants are: [N:1]1([C:8]2[CH:9]=[C:10]3[C:15](=[CH:16][CH:17]=2)[N:14]=[C:13]([C:18]2[CH:23]=[CH:22][C:21]([F:24])=[C:20]([O:25][CH3:26])[CH:19]=2)[N:12]([CH2:27][C:28]([NH:30][CH:31]([CH3:33])[CH3:32])=[O:29])[C:11]3=[O:34])[CH2:7][CH2:6][CH2:5][NH:4][CH2:3][CH2:2]1.Br[CH2:36][CH2:37][OH:38].C(=O)([O-])[O-].[K+].[K+].[I-].[K+]. (3) Given the product [C:29]([C:4]1[CH:5]=[CH:6][C:7]([O:8][CH2:9][C:10]([NH:15][C:16]2[CH:17]=[C:18]([CH:22]=[CH:23][CH:24]=2)[C:19]([NH2:21])=[O:20])=[O:12])=[CH:13][CH:14]=1)([CH3:28])([CH3:30])[CH3:35], predict the reactants needed to synthesize it. The reactants are: [N+]([C:4]1[CH:14]=[CH:13][C:7]([O:8][CH2:9][C:10]([OH:12])=O)=[CH:6][CH:5]=1)([O-])=O.[NH2:15][C:16]1[CH:17]=[C:18]([CH:22]=[CH:23][CH:24]=1)[C:19]([NH2:21])=[O:20].C1C=C[C:28]2N(O)N=N[C:29]=2[CH:30]=1.[CH3:35]CN(C(C)C)C(C)C.C(Cl)CCl. (4) The reactants are: Br[C:2]1[CH:3]=[CH:4][C:5]2[C:11]3[CH:12]=[CH:13][C:14]([Br:16])=[CH:15][C:10]=3[CH2:9][O:8][CH2:7][C:6]=2[CH:17]=1.C([Sn](CCCC)(CCCC)[CH:23]=[CH:24][O:25]CC)CCC.O.C1C(=O)N([Br:44])C(=O)C1. Given the product [Br:44][CH2:23][C:24]([C:2]1[CH:3]=[CH:4][C:5]2[C:11]3[CH:12]=[CH:13][C:14]([Br:16])=[CH:15][C:10]=3[CH2:9][O:8][CH2:7][C:6]=2[CH:17]=1)=[O:25], predict the reactants needed to synthesize it. (5) The reactants are: [N-:1](C#N)[C:2]#[N:3].[Cl:6][C:7]1[CH:8]=[C:9]([CH:11]=[CH:12][C:13]=1[Cl:14])[NH2:10].Cl. Given the product [ClH:6].[Cl:6][C:7]1[CH:8]=[C:9]([NH:10][C:2]([NH2:3])=[NH:1])[CH:11]=[CH:12][C:13]=1[Cl:14], predict the reactants needed to synthesize it. (6) Given the product [C:21]([O:25][C:26]([N:28]1[CH2:33][CH2:32][N:31]([C:35]2[CH:36]=[N:37][C:38]([NH:41][C:10]3[N:11]=[CH:12][C:7]4[CH:6]=[C:5]([C:3](=[O:4])[N:2]([CH3:20])[CH3:1])[N:14]([CH:15]5[CH2:19][CH2:18][CH2:17][CH2:16]5)[C:8]=4[N:9]=3)=[CH:39][CH:40]=2)[CH2:30][CH2:29]1)=[O:27])([CH3:24])([CH3:22])[CH3:23], predict the reactants needed to synthesize it. The reactants are: [CH3:1][N:2]([CH3:20])[C:3]([C:5]1[N:14]([CH:15]2[CH2:19][CH2:18][CH2:17][CH2:16]2)[C:8]2[N:9]=[C:10](Cl)[N:11]=[CH:12][C:7]=2[CH:6]=1)=[O:4].[C:21]([O:25][C:26]([N:28]1[CH2:33][CH:32]2C[CH:29]1[CH2:30][N:31]2[C:35]1[CH:36]=[N:37][C:38]([NH2:41])=[CH:39][CH:40]=1)=[O:27])([CH3:24])([CH3:23])[CH3:22]. (7) Given the product [CH2:39]([O:40][C:41]([C:43]1[C:45]([C:44]([O:29][CH2:28][CH3:27])=[O:51])=[C:46]([CH2:47][CH:48]=[CH2:49])[N:11]2[C:12]=1[C:7]([C:1]1[CH:2]=[CH:3][CH:4]=[CH:5][CH:6]=1)=[CH:8][C:9]([N:13]1[CH2:18][CH2:17][O:16][CH2:15][CH2:14]1)=[N:10]2)=[O:42])[CH3:38], predict the reactants needed to synthesize it. The reactants are: [C:1]1([C:7]2[CH:8]=[C:9]([N:13]3[CH2:18][CH2:17][O:16][CH2:15][CH2:14]3)[N:10]=[N:11][CH:12]=2)[CH:6]=[CH:5][CH:4]=[CH:3][CH:2]=1.ClC1N=NC(N2CC[O:29][CH2:28][CH2:27]2)=CC=1C1C=CC=CC=1.[CH3:38][CH2:39][O:40][C:41]([CH3:43])=[O:42].[CH3:44][CH2:45][CH2:46][CH2:47][CH2:48][CH3:49].C[OH:51]. (8) Given the product [Cl:39][C:24]1[C:25]([NH:27][C:28]2[CH:33]=[CH:32][CH:31]=[CH:30][C:29]=2[N:34]2[CH:38]=[CH:37][CH:36]=[N:35]2)=[N:26][C:21]([NH:17][C:12]2[C:13]([O:15][CH3:16])=[CH:14][C:7]3[CH2:6][CH2:5][N:4]([CH2:3][C:2]([F:1])([F:19])[CH3:18])[CH2:10][CH2:9][C:8]=3[CH:11]=2)=[N:22][CH:23]=1, predict the reactants needed to synthesize it. The reactants are: [F:1][C:2]([F:19])([CH3:18])[CH2:3][N:4]1[CH2:10][CH2:9][C:8]2[CH:11]=[C:12]([NH2:17])[C:13]([O:15][CH3:16])=[CH:14][C:7]=2[CH2:6][CH2:5]1.Cl[C:21]1[N:26]=[C:25]([NH:27][C:28]2[CH:33]=[CH:32][CH:31]=[CH:30][C:29]=2[N:34]2[CH:38]=[CH:37][CH:36]=[N:35]2)[C:24]([Cl:39])=[CH:23][N:22]=1.